This data is from Reaction yield outcomes from USPTO patents with 853,638 reactions. The task is: Predict the reaction yield, written as a fraction of the theoretical maximum amount of product (1.0 means a 100% yield; for example, 0.34 means a 34% yield). (1) The reactants are [OH:1][NH:2][C:3]([C:5]1[CH:14]=[C:13]2[C:8]([CH2:9][CH2:10][CH:11]([NH:15][C:16]([C:18]3([CH3:31])[CH2:23][CH2:22][N:21](C(OC(C)(C)C)=O)[CH2:20][CH2:19]3)=[O:17])[CH2:12]2)=[CH:7][CH:6]=1)=[O:4].Cl. The catalyst is C(Cl)Cl.O1CCOCC1. The product is [OH:1][NH:2][C:3]([C:5]1[CH:14]=[C:13]2[C:8]([CH2:9][CH2:10][CH:11]([NH:15][C:16]([C:18]3([CH3:31])[CH2:23][CH2:22][NH:21][CH2:20][CH2:19]3)=[O:17])[CH2:12]2)=[CH:7][CH:6]=1)=[O:4]. The yield is 0.950. (2) The reactants are [CH3:1][C:2]1[CH:7]=[CH:6][C:5]([C:8]([F:11])([F:10])[F:9])=[CH:4][C:3]=1[NH:12][C:13](=[O:15])[CH3:14].[N+:16]([O-:19])([O-])=[O:17].[K+].[Mn]([O-])(=O)(=O)=O.[K+].[OH2:27].S([O-])([O-])(=O)=O.[Mg+2].[OH2:34]. The catalyst is OS(O)(=O)=O. The product is [C:13]([NH:12][C:3]1[CH:4]=[C:5]([C:8]([F:10])([F:11])[F:9])[C:6]([N+:16]([O-:19])=[O:17])=[CH:7][C:2]=1[C:1]([OH:34])=[O:27])(=[O:15])[CH3:14]. The yield is 0.270. (3) The reactants are Cl[CH2:2][C:3]1[CH:22]=[CH:21][C:6]([O:7][CH2:8][C:9]2[N:10]=[C:11]([C:15]3[CH:20]=[CH:19][CH:18]=[CH:17][CH:16]=3)[O:12][C:13]=2[CH3:14])=[CH:5][CH:4]=1.[OH:23][C:24]1[CH:33]=[CH:32][C:31]2[C:26](=[CH:27][CH:28]=[CH:29][CH:30]=2)[C:25]=1[CH:34]=[O:35].C(=O)([O-])[O-].[K+].[K+].CN(C)C=O. The catalyst is O. The product is [CH3:14][C:13]1[O:12][C:11]([C:15]2[CH:20]=[CH:19][CH:18]=[CH:17][CH:16]=2)=[N:10][C:9]=1[CH2:8][O:7][C:6]1[CH:21]=[CH:22][C:3]([CH2:2][O:23][C:24]2[CH:33]=[CH:32][C:31]3[C:26](=[CH:27][CH:28]=[CH:29][CH:30]=3)[C:25]=2[CH:34]=[O:35])=[CH:4][CH:5]=1. The yield is 0.890. (4) The reactants are [F:1][C:2]1[CH:20]=[CH:19][C:18]([C:21]2[CH:26]=[CH:25][CH:24]=[C:23]([F:27])[CH:22]=2)=[CH:17][C:3]=1[C:4]([NH:6][C:7]1[C:12]([CH3:13])=[C:11]([OH:14])[CH:10]=[C:9]([CH3:15])[C:8]=1[F:16])=O. The product is [F:16][C:8]1[C:9]([CH3:15])=[CH:10][C:11]([OH:14])=[C:12]([CH3:13])[C:7]=1[NH:6][CH2:4][C:3]1[CH:17]=[C:18]([C:21]2[CH:26]=[CH:25][CH:24]=[C:23]([F:27])[CH:22]=2)[CH:19]=[CH:20][C:2]=1[F:1]. The catalyst is C1COCC1. The yield is 0.990. (5) The reactants are Br[C:2]1[CH:3]=[CH:4][C:5]([N+:8]([O-:10])=[O:9])=[N:6][CH:7]=1.[CH3:11][C:12]1([CH3:18])[CH2:17][NH:16][CH2:15][CH2:14][NH:13]1.C(=O)([O-])[O-].[K+].[K+].C(N(CC)CC)C.[C:32](O[C:32]([O:34][C:35]([CH3:38])([CH3:37])[CH3:36])=[O:33])([O:34][C:35]([CH3:38])([CH3:37])[CH3:36])=[O:33]. The catalyst is [I-].C([N+](CCCC)(CCCC)CCCC)CCC.CS(C)=O.ClCCl. The product is [C:35]([O:34][C:32]([N:13]1[CH2:14][CH2:15][N:16]([C:2]2[CH:7]=[N:6][C:5]([N+:8]([O-:10])=[O:9])=[CH:4][CH:3]=2)[CH2:17][C:12]1([CH3:18])[CH3:11])=[O:33])([CH3:38])([CH3:37])[CH3:36]. The yield is 0.842. (6) The reactants are [F:1][C:2]1([F:17])[CH2:7][CH2:6][C:5]([C:10]2[CH:11]=[N:12][C:13]([CH3:16])=[N:14][CH:15]=2)([C:8]#N)[CH2:4][CH2:3]1.[OH-:18].[Na+].C[OH:21].O. No catalyst specified. The product is [F:1][C:2]1([F:17])[CH2:7][CH2:6][C:5]([C:10]2[CH:11]=[N:12][C:13]([CH3:16])=[N:14][CH:15]=2)([C:8]([OH:21])=[O:18])[CH2:4][CH2:3]1. The yield is 0.920. (7) The reactants are [Br:1][C:2]1[CH:3]=[C:4]2[C:8](=[CH:9][CH:10]=1)[NH:7][CH:6]=[CH:5]2.[H-].[Na+].[F:13][C:14]1[CH:21]=[CH:20][CH:19]=[CH:18][C:15]=1[CH2:16]Br. The catalyst is CN(C=O)C. The product is [F:13][C:14]1[CH:21]=[CH:20][CH:19]=[CH:18][C:15]=1[CH2:16][N:7]1[C:8]2[C:4](=[CH:3][C:2]([Br:1])=[CH:10][CH:9]=2)[CH:5]=[CH:6]1. The yield is 1.00. (8) The reactants are [OH:1][CH2:2][CH2:3][CH2:4][CH2:5][O:6][CH2:7][C:8]1[CH:13]=[CH:12][C:11]([CH:14]=[CH2:15])=[CH:10][CH:9]=1.C(N(CC)CC)C.Cl[P:24]1(=[O:29])[O:28][CH2:27][CH2:26][O:25]1. The catalyst is C(OCC)C. The product is [O:29]=[P:24]1([O:1][CH2:2][CH2:3][CH2:4][CH2:5][O:6][CH2:7][C:8]2[CH:13]=[CH:12][C:11]([CH:14]=[CH2:15])=[CH:10][CH:9]=2)[O:28][CH2:27][CH2:26][O:25]1. The yield is 0.904. (9) The reactants are [OH:1][C@H:2]([C:36]1[CH:45]=[CH:44][C:43]([OH:46])=[C:42]2[C:37]=1[CH:38]=[CH:39][C:40](=[O:47])[NH:41]2)[CH2:3][NH:4][CH2:5][CH2:6][CH2:7][CH2:8][CH2:9][CH2:10][CH2:11][CH2:12][CH2:13][N:14]1[CH2:19][CH2:18][CH:17]([O:20][C:21](=[O:35])[NH:22][C:23]2[CH:28]=[CH:27][CH:26]=[CH:25][C:24]=2[C:29]2[CH:34]=[CH:33][CH:32]=[CH:31][CH:30]=2)[CH2:16][CH2:15]1.[C:48]1([S:62]([OH:65])(=[O:64])=[O:63])[C:57]2[CH:56]=[CH:55][CH:54]=[C:53]([S:58]([OH:61])(=[O:60])=[O:59])[C:52]=2[CH:51]=[CH:50][CH:49]=1. The catalyst is CO. The product is [C:48]1([S:62]([OH:65])(=[O:64])=[O:63])[C:57]2[CH:56]=[CH:55][CH:54]=[C:53]([S:58]([OH:61])(=[O:60])=[O:59])[C:52]=2[CH:51]=[CH:50][CH:49]=1.[OH:1][C@H:2]([C:36]1[CH:45]=[CH:44][C:43]([OH:46])=[C:42]2[C:37]=1[CH:38]=[CH:39][C:40](=[O:47])[NH:41]2)[CH2:3][NH:4][CH2:5][CH2:6][CH2:7][CH2:8][CH2:9][CH2:10][CH2:11][CH2:12][CH2:13][N:14]1[CH2:15][CH2:16][CH:17]([O:20][C:21](=[O:35])[NH:22][C:23]2[CH:28]=[CH:27][CH:26]=[CH:25][C:24]=2[C:29]2[CH:30]=[CH:31][CH:32]=[CH:33][CH:34]=2)[CH2:18][CH2:19]1. The yield is 0.800. (10) The reactants are Br[C:2]1[C:11]([CH3:12])=[CH:10][C:9]2[C:4](=[CH:5][CH:6]=[C:7]([O:13][CH3:14])[CH:8]=2)[C:3]=1[O:15][CH2:16][O:17][CH3:18].[F:19][C:20]1[CH:21]=[C:22](B(O)O)[CH:23]=[CH:24][CH:25]=1.C(=O)([O-])[O-].[Na+].[Na+]. The catalyst is C1(P([Pd-4](P(C2C=CC=CC=2)(C2C=CC=CC=2)C2C=CC=CC=2)(P(C2C=CC=CC=2)(C2C=CC=CC=2)C2C=CC=CC=2)P(C2C=CC=CC=2)(C2C=CC=CC=2)C2C=CC=CC=2)(C2C=CC=CC=2)C2C=CC=CC=2)C=CC=CC=1.COCCOC. The product is [F:19][C:20]1[CH:21]=[CH:22][C:23]([C:2]2[C:11]([CH3:12])=[CH:10][C:9]3[C:4](=[CH:5][CH:6]=[C:7]([O:13][CH3:14])[CH:8]=3)[C:3]=2[O:15][CH2:16][O:17][CH3:18])=[CH:24][CH:25]=1. The yield is 0.840.